From a dataset of Catalyst prediction with 721,799 reactions and 888 catalyst types from USPTO. Predict which catalyst facilitates the given reaction. (1) Reactant: [CH2:1]([O:8][C:9]1[CH:14]=[CH:13][C:12]([CH2:15][C:16]([OH:18])=O)=[C:11]([O:19][CH3:20])[CH:10]=1)[C:2]1[CH:7]=[CH:6][CH:5]=[CH:4][CH:3]=1.[NH:21]1[CH2:24][CH2:23][CH2:22]1.CCN(C(C)C)C(C)C.CN(C(ON1N=NC2C=CC=NC1=2)=[N+](C)C)C.F[P-](F)(F)(F)(F)F. Product: [N:21]1([C:16](=[O:18])[CH2:15][C:12]2[CH:13]=[CH:14][C:9]([O:8][CH2:1][C:2]3[CH:3]=[CH:4][CH:5]=[CH:6][CH:7]=3)=[CH:10][C:11]=2[O:19][CH3:20])[CH2:24][CH2:23][CH2:22]1. The catalyst class is: 3. (2) Reactant: [C:1]([O:7][CH2:8][N:9]1[C:13]2[N:14]=[N:15][CH:16]=[C:17]([C:18]3[CH:19]=[N:20][NH:21][CH:22]=3)[C:12]=2[CH:11]=[CH:10]1)(=[O:6])[C:2]([CH3:5])([CH3:4])[CH3:3].[OH:23][C:24]1[CH:25]=[C:26](/[CH:30]=[CH:31]/[CH:32]=[O:33])[CH:27]=[CH:28][CH:29]=1.[N+](C1C=CC(C(O)=O)=CC=1)([O-])=O. Product: [C:1]([O:7][CH2:8][N:9]1[C:13]2[N:14]=[N:15][CH:16]=[C:17]([C:18]3[CH:19]=[N:20][N:21]([C@@H:30]([C:26]4[CH:27]=[CH:28][CH:29]=[C:24]([OH:23])[CH:25]=4)[CH2:31][CH:32]=[O:33])[CH:22]=3)[C:12]=2[CH:11]=[CH:10]1)(=[O:6])[C:2]([CH3:5])([CH3:4])[CH3:3]. The catalyst class is: 22. (3) Reactant: [Cl:1][CH2:2][CH2:3][CH2:4][CH2:5][S:6](Cl)(=[O:8])=[O:7].[CH2:10]([N:12](CC)CC)C.CN.C1COCC1. Product: [Cl:1][CH2:2][CH2:3][CH2:4][CH2:5][S:6]([NH:12][CH3:10])(=[O:8])=[O:7]. The catalyst class is: 4. (4) Reactant: [N:1]1([C:7]2[CH:12]=[CH:11][C:10]([NH:13][C:14]([C:16]3[O:17][C:18]4[C:23]([C:24](=[O:26])[CH:25]=3)=[CH:22][C:21]([O:27][CH3:28])=[CH:20][C:19]=4[N:29]3[CH2:34][CH2:33][N:32](C)[CH2:31][CH2:30]3)=[O:15])=[CH:9][CH:8]=2)[CH2:6][CH2:5][O:4][CH2:3][CH2:2]1.ClC(OC(Cl)C)=O.[I-].[Na+]. Product: [N:1]1([C:7]2[CH:8]=[CH:9][C:10]([NH:13][C:14]([C:16]3[O:17][C:18]4[C:23]([C:24](=[O:26])[CH:25]=3)=[CH:22][C:21]([O:27][CH3:28])=[CH:20][C:19]=4[N:29]3[CH2:30][CH2:31][NH:32][CH2:33][CH2:34]3)=[O:15])=[CH:11][CH:12]=2)[CH2:6][CH2:5][O:4][CH2:3][CH2:2]1. The catalyst class is: 26. (5) Reactant: C([O:3][C:4](=O)[CH2:5][C@@H:6]1[CH2:10][CH2:9][N:8]([C:11]([O:13][C:14]([CH3:17])([CH3:16])[CH3:15])=[O:12])[CH2:7]1)C.O.[NH2:20][NH2:21]. Product: [NH:20]([C:4](=[O:3])[CH2:5][C@@H:6]1[CH2:10][CH2:9][N:8]([C:11]([O:13][C:14]([CH3:17])([CH3:16])[CH3:15])=[O:12])[CH2:7]1)[NH2:21]. The catalyst class is: 8. (6) Reactant: [F:1][C:2]1[C:20]([N+:21]([O-])=O)=[CH:19][CH:18]=[CH:17][C:3]=1[C:4]([N:6]1[CH2:10][CH2:9][CH2:8][C@H:7]1[C:11]([O:13][CH:14]([CH3:16])[CH3:15])=[O:12])=[O:5]. Product: [NH2:21][C:20]1[C:2]([F:1])=[C:3]([CH:17]=[CH:18][CH:19]=1)[C:4]([N:6]1[CH2:10][CH2:9][CH2:8][C@H:7]1[C:11]([O:13][CH:14]([CH3:15])[CH3:16])=[O:12])=[O:5]. The catalyst class is: 19. (7) Reactant: [F:1][C@H:2]1[C@H:7]([O:8][Si:9]([CH:16]([CH3:18])[CH3:17])([CH:13]([CH3:15])[CH3:14])[CH:10]([CH3:12])[CH3:11])[C@@H:6]([CH2:19][O:20][Si:21]([CH:28]([CH3:30])[CH3:29])([CH:25]([CH3:27])[CH3:26])[CH:22]([CH3:24])[CH3:23])[O:5][CH:3]1[OH:4].C(N(CC)CC)C.CS([Cl:42])(=O)=O. Product: [Cl:42][C:3]1([O:5][C@H:6]([CH2:19][O:20][Si:21]([CH:22]([CH3:24])[CH3:23])([CH:25]([CH3:27])[CH3:26])[CH:28]([CH3:30])[CH3:29])[C@@H:7]([O:8][Si:9]([CH:10]([CH3:12])[CH3:11])([CH:16]([CH3:17])[CH3:18])[CH:13]([CH3:14])[CH3:15])[C@@H:2]1[F:1])[OH:4]. The catalyst class is: 2. (8) Reactant: C([O:4][C:5]1[CH:10]=[C:9]([CH3:11])[CH:8]=[CH:7][C:6]=1[CH:12]=[C:13]([Br:15])[Br:14])(=O)C.C([O-])([O-])=O.[K+].[K+]. Product: [Br:14][C:13]([Br:15])=[CH:12][C:6]1[CH:7]=[CH:8][C:9]([CH3:11])=[CH:10][C:5]=1[OH:4]. The catalyst class is: 24. (9) Product: [NH2:1][CH2:4][C:5]1([CH3:23])[NH:9][C:8](=[O:10])[N:7]([C:11]2[CH:16]=[CH:15][C:14]([Cl:17])=[C:13]([C:18]([F:21])([F:20])[F:19])[CH:12]=2)[C:6]1=[O:22]. Reactant: [N:1]([CH2:4][C:5]1([CH3:23])[NH:9][C:8](=[O:10])[N:7]([C:11]2[CH:16]=[CH:15][C:14]([Cl:17])=[C:13]([C:18]([F:21])([F:20])[F:19])[CH:12]=2)[C:6]1=[O:22])=[N+]=[N-].C1C=CC(P(C2C=CC=CC=2)C2C=CC=CC=2)=CC=1. The catalyst class is: 20.